Dataset: Reaction yield outcomes from USPTO patents with 853,638 reactions. Task: Predict the reaction yield, written as a fraction of the theoretical maximum amount of product (1.0 means a 100% yield; for example, 0.34 means a 34% yield). The reactants are [CH3:1][O:2][C:3](=[O:20])[C:4]1[CH:9]=[C:8]([NH2:10])[C:7]([NH2:11])=[C:6]([Cl:12])[C:5]=1[NH:13][C:14]1[CH:19]=[CH:18][CH:17]=[CH:16][CH:15]=1.[C:21](O)(=O)C.C(N)=N. The catalyst is CCO.CCOC(C)=O. The product is [CH3:1][O:2][C:3]([C:4]1[C:5]([NH:13][C:14]2[CH:15]=[CH:16][CH:17]=[CH:18][CH:19]=2)=[C:6]([Cl:12])[C:7]2[N:11]=[CH:21][NH:10][C:8]=2[CH:9]=1)=[O:20]. The yield is 0.990.